This data is from Full USPTO retrosynthesis dataset with 1.9M reactions from patents (1976-2016). The task is: Predict the reactants needed to synthesize the given product. Given the product [Cl:20][C:21]1[C:26]([CH3:27])=[CH:25][C:24]([O:1][CH2:2][CH2:3][C:4]2[C:12]3[C:7]4=[C:8]([S:13][CH2:14][CH2:15][N:6]4[C:5]=2[C:16]([OH:18])=[O:17])[CH:9]=[CH:10][CH:11]=3)=[CH:23][C:22]=1[CH3:29], predict the reactants needed to synthesize it. The reactants are: [OH:1][CH2:2][CH2:3][C:4]1[C:12]2[C:7]3=[C:8]([S:13][CH2:14][CH2:15][N:6]3[C:5]=1[C:16]([O:18]C)=[O:17])[CH:9]=[CH:10][CH:11]=2.[Cl:20][C:21]1[C:26]([CH3:27])=[CH:25][C:24](O)=[CH:23][C:22]=1[CH3:29].